Dataset: Catalyst prediction with 721,799 reactions and 888 catalyst types from USPTO. Task: Predict which catalyst facilitates the given reaction. (1) Product: [CH3:11][C:5]1[CH:6]=[C:7]([N+:8]([O-:10])=[O:9])[C:2]([NH:19][C:20]2[CH:21]=[C:22]([CH3:26])[CH:23]=[CH:24][CH:25]=2)=[N:3][CH:4]=1. The catalyst class is: 51. Reactant: Cl[C:2]1[C:7]([N+:8]([O-:10])=[O:9])=[CH:6][C:5]([CH3:11])=[CH:4][N:3]=1.C(N(CC)CC)C.[NH2:19][C:20]1[CH:25]=[CH:24][CH:23]=[C:22]([CH3:26])[CH:21]=1. (2) Reactant: [Cl:1][C:2]1[CH:3]=[C:4]([C:9]2[CH:14]=[CH:13][C:12]([O:15][C:16]3[CH:21]=[C:20]([C:22]([F:25])([F:24])[F:23])[CH:19]=[CH:18][N:17]=3)=[CH:11][CH:10]=2)[C:5]([NH2:8])=[N:6][CH:7]=1.[H-].[Na+].Cl[CH2:29][CH2:30][S:31](Cl)(=[O:33])=[O:32].O. Product: [Cl:1][C:2]1[CH:3]=[C:4]([C:9]2[CH:10]=[CH:11][C:12]([O:15][C:16]3[CH:21]=[C:20]([C:22]([F:23])([F:24])[F:25])[CH:19]=[CH:18][N:17]=3)=[CH:13][CH:14]=2)[C:5]2[N:6]([CH:7]=1)[CH2:29][CH2:30][S:31](=[O:33])(=[O:32])[N:8]=2. The catalyst class is: 1. (3) Reactant: [CH2:1]([O:3][C:4](=[O:17])[CH2:5][S:6]([C:9]1[CH:14]=[CH:13][C:12]([O:15][CH3:16])=[CH:11][CH:10]=1)(=[O:8])=[O:7])[CH3:2].[CH2:18](Br)/[CH:19]=[C:20](/[CH2:22][CH2:23][CH:24]=[C:25]([CH3:27])[CH3:26])\[CH3:21].C1OCCOCCOCCOCCOCCOC1.C([O-])([O-])=O.[K+].[K+]. Product: [CH2:1]([O:3][C:4](=[O:17])[CH:5]([S:6]([C:9]1[CH:14]=[CH:13][C:12]([O:15][CH3:16])=[CH:11][CH:10]=1)(=[O:7])=[O:8])[CH2:18][CH:19]=[C:20]([CH3:21])[CH2:22][CH2:23][CH:24]=[C:25]([CH3:27])[CH3:26])[CH3:2]. The catalyst class is: 21. (4) Reactant: Br[C:2]1[C:3]([CH3:19])=[N:4][N:5]([CH2:14][C:15]([F:18])([F:17])[CH3:16])[C:6]=1[C:7]1[CH:12]=[CH:11][C:10]([F:13])=[CH:9][CH:8]=1.[CH3:20][C:21]1[C:30]2[O:29][CH2:28][C:27](=[O:31])[NH:26][C:25]=2[CH:24]=[C:23](B2OC(C)(C)C(C)(C)O2)[CH:22]=1.C(=O)([O-])[O-].[Cs+].[Cs+]. Product: [F:17][C:15]([F:18])([CH3:16])[CH2:14][N:5]1[C:6]([C:7]2[CH:12]=[CH:11][C:10]([F:13])=[CH:9][CH:8]=2)=[C:2]([C:23]2[CH:22]=[C:21]([CH3:20])[C:30]3[O:29][CH2:28][C:27](=[O:31])[NH:26][C:25]=3[CH:24]=2)[C:3]([CH3:19])=[N:4]1. The catalyst class is: 12. (5) Reactant: F[C:2]1[CH:9]=[CH:8][CH:7]=[C:6]([O:10][CH2:11][C:12]2[CH:17]=[CH:16][C:15]([I:18])=[CH:14][CH:13]=2)[C:3]=1[C:4]#[N:5].C(=O)(O)O.[NH2:23][C:24]([NH2:26])=[NH:25]. Product: [I:18][C:15]1[CH:14]=[CH:13][C:12]([CH2:11][O:10][C:6]2[CH:7]=[CH:8][CH:9]=[C:2]3[C:3]=2[C:4]([NH2:5])=[N:25][C:24]([NH2:26])=[N:23]3)=[CH:17][CH:16]=1. The catalyst class is: 44. (6) Reactant: [Si:1]([O:8][CH:9]1[CH2:14][CH:13]([CH3:15])[CH2:12][C:11]([C:16]2[CH:21]=[CH:20][N:19]=[CH:18][C:17]=2[N+:22]([O-])=O)=[CH:10]1)([C:4]([CH3:7])([CH3:6])[CH3:5])([CH3:3])[CH3:2]. Product: [Si:1]([O:8][CH:9]1[CH2:14][CH:13]([CH3:15])[CH2:12][C:11]([C:16]2[CH:21]=[CH:20][N:19]=[CH:18][C:17]=2[NH2:22])=[CH:10]1)([C:4]([CH3:7])([CH3:5])[CH3:6])([CH3:3])[CH3:2]. The catalyst class is: 180. (7) Reactant: P(Br)(Br)[Br:2].O[CH:6]([C:8]1[O:9][C:10](=[O:23])[C:11]2[C:16]([C:17]=1[C:18]1[S:22][CH:21]=[N:20][CH:19]=1)=[CH:15][CH:14]=[CH:13][CH:12]=2)[CH3:7]. Product: [Br:2][CH:6]([C:8]1[O:9][C:10](=[O:23])[C:11]2[C:16]([C:17]=1[C:18]1[S:22][CH:21]=[N:20][CH:19]=1)=[CH:15][CH:14]=[CH:13][CH:12]=2)[CH3:7]. The catalyst class is: 643. (8) Reactant: [F:1][C:2]([F:23])([F:22])[C:3]1[CH:21]=[CH:20][C:6]([CH2:7][N:8]2[CH2:13][CH2:12][N:11]([CH2:14][C:15]([O:17]CC)=O)[CH2:10][CH2:9]2)=[CH:5][CH:4]=1.[NH2:24][NH2:25]. Product: [F:23][C:2]([F:1])([F:22])[C:3]1[CH:21]=[CH:20][C:6]([CH2:7][N:8]2[CH2:13][CH2:12][N:11]([CH2:14][C:15]([NH:24][NH2:25])=[O:17])[CH2:10][CH2:9]2)=[CH:5][CH:4]=1. The catalyst class is: 8. (9) Reactant: [Br:1][C:2]1[CH:7]=[CH:6][CH:5]=[C:4](Br)[N:3]=1.[Na].[NH:10]1[CH:14]=[N:13][CH:12]=[N:11]1. Product: [Br:1][C:2]1[CH:7]=[CH:6][CH:5]=[C:4]([N:10]2[CH:14]=[N:13][CH:12]=[N:11]2)[N:3]=1. The catalyst class is: 58. (10) Reactant: [N+:1]([C:4]1[CH:22]=[CH:21][C:7]2[N:8]([C:13](=[O:20])[CH2:14][N:15]3[CH2:19][CH2:18][CH2:17][CH2:16]3)[CH2:9][CH2:10][CH2:11][O:12][C:6]=2[CH:5]=1)([O-])=O.O.NN. Product: [NH2:1][C:4]1[CH:22]=[CH:21][C:7]2[N:8]([C:13](=[O:20])[CH2:14][N:15]3[CH2:16][CH2:17][CH2:18][CH2:19]3)[CH2:9][CH2:10][CH2:11][O:12][C:6]=2[CH:5]=1. The catalyst class is: 63.